Dataset: Forward reaction prediction with 1.9M reactions from USPTO patents (1976-2016). Task: Predict the product of the given reaction. Given the reactants [F:1][C:2]([F:14])([F:13])[C:3]1[CH:12]=[CH:11][C:6]2[NH:7][C:8](=O)[NH:9][C:5]=2[CH:4]=1.O=P(Cl)(Cl)[Cl:17], predict the reaction product. The product is: [Cl:17][C:8]1[NH:7][C:6]2[CH:11]=[CH:12][C:3]([C:2]([F:14])([F:13])[F:1])=[CH:4][C:5]=2[N:9]=1.